From a dataset of Forward reaction prediction with 1.9M reactions from USPTO patents (1976-2016). Predict the product of the given reaction. (1) Given the reactants [Cl:1][C:2]1[N:3]=[CH:4][N:5]([C:7]2[CH:12]=[CH:11][C:10]([NH:13][C:14]3[N:15]=[C:16]([N:30]4[CH2:35][CH2:34][N:33](C(OC(C)(C)C)=O)[CH2:32][CH2:31]4)[C:17]4[CH2:22][CH2:21][CH:20]([C:23]5[CH:28]=[CH:27][C:26]([F:29])=[CH:25][CH:24]=5)[C:18]=4[N:19]=3)=[CH:9][C:8]=2[O:43][CH3:44])[CH:6]=1.[C:45]([OH:51])([C:47]([F:50])([F:49])[F:48])=[O:46], predict the reaction product. The product is: [Cl:1][C:2]1[N:3]=[CH:4][N:5]([C:7]2[CH:12]=[CH:11][C:10]([NH:13][C:14]3[N:15]=[C:16]([N:30]4[CH2:31][CH2:32][NH:33][CH2:34][CH2:35]4)[C:17]4[CH2:22][CH2:21][CH:20]([C:23]5[CH:24]=[CH:25][C:26]([F:29])=[CH:27][CH:28]=5)[C:18]=4[N:19]=3)=[CH:9][C:8]=2[O:43][CH3:44])[CH:6]=1.[C:45]([OH:51])([C:47]([F:50])([F:49])[F:48])=[O:46]. (2) Given the reactants [CH:1]([NH:4][CH:5]([CH3:7])[CH3:6])([CH3:3])[CH3:2].[Li:8]CCCC.[C:13]([O:17][C:18]([CH2:20][NH:21][C:22]1[CH:27]=[CH:26][CH:25]=[C:24]([CH3:28])[N:23]=1)=[O:19])([CH3:16])([CH3:15])[CH3:14].[C:29](=O)([O:33]CC)[O:30][CH2:31][CH3:32], predict the reaction product. The product is: [Li+:8].[CH3:2][CH:1]([N-:4][CH:5]([CH3:7])[CH3:6])[CH3:3].[CH2:31]([O:30][C:29](=[O:33])[CH2:28][C:24]1[CH:25]=[CH:26][CH:27]=[C:22]([NH:21][CH2:20][C:18]([O:17][C:13]([CH3:16])([CH3:15])[CH3:14])=[O:19])[N:23]=1)[CH3:32]. (3) Given the reactants Br[C:2]1[CH:3]=[C:4]2[C:9](=[CH:10][CH:11]=1)[CH:8]=[C:7]([OH:12])[CH:6]=[CH:5]2.[CH:13]1[C:22]2[C:17](=[CH:18][CH:19]=[CH:20][CH:21]=2)[CH:16]=[CH:15][C:14]=1B(O)O.C(=O)([O-])[O-].[Na+].[Na+].Cl, predict the reaction product. The product is: [CH:21]1[C:22]2[C:17](=[CH:16][CH:15]=[CH:14][CH:13]=2)[CH:18]=[CH:19][C:20]=1[C:2]1[CH:3]=[C:4]2[C:9](=[CH:10][CH:11]=1)[CH:8]=[C:7]([OH:12])[CH:6]=[CH:5]2. (4) Given the reactants Br[C:2]1[CH:9]=[CH:8][C:7]([O:10][CH2:11][CH2:12][CH2:13][N:14]2[CH2:19][CH2:18][CH2:17][CH2:16][CH2:15]2)=[CH:6][C:3]=1[C:4]#[N:5].[N:20]1([C:26]([O:28][C:29]([CH3:32])([CH3:31])[CH3:30])=[O:27])[CH2:25][CH2:24][NH:23][CH2:22][CH2:21]1, predict the reaction product. The product is: [C:4]([C:3]1[CH:6]=[C:7]([O:10][CH2:11][CH2:12][CH2:13][N:14]2[CH2:19][CH2:18][CH2:17][CH2:16][CH2:15]2)[CH:8]=[CH:9][C:2]=1[N:23]1[CH2:22][CH2:21][N:20]([C:26]([O:28][C:29]([CH3:32])([CH3:31])[CH3:30])=[O:27])[CH2:25][CH2:24]1)#[N:5].